This data is from Full USPTO retrosynthesis dataset with 1.9M reactions from patents (1976-2016). The task is: Predict the reactants needed to synthesize the given product. (1) Given the product [OH:30][CH2:29][CH2:28][CH2:27][CH2:26][NH:25][C:20]([C:18]1[CH:17]=[CH:16][C:13]2[N:14]([CH3:15])[C:10]([NH:9][C:7]3[S:8][C:4]4[CH:3]=[C:2]([Cl:1])[CH:24]=[CH:23][C:5]=4[N:6]=3)=[N:11][C:12]=2[CH:19]=1)=[O:22], predict the reactants needed to synthesize it. The reactants are: [Cl:1][C:2]1[CH:24]=[CH:23][C:5]2[N:6]=[C:7]([NH:9][C:10]3[N:14]([CH3:15])[C:13]4[CH:16]=[CH:17][C:18]([C:20]([OH:22])=O)=[CH:19][C:12]=4[N:11]=3)[S:8][C:4]=2[CH:3]=1.[NH2:25][CH2:26][CH2:27][CH2:28][CH2:29][OH:30].CN(C(ON1N=NC2C=CC=CC1=2)=[N+](C)C)C.F[P-](F)(F)(F)(F)F.CCN(C(C)C)C(C)C. (2) Given the product [Cl:14][C:15]1[CH:21]=[CH:20][C:18]([NH:19][C:5](=[O:7])[C:4]2[CH:8]=[CH:9][CH:10]=[C:2]([OH:1])[C:3]=2[N+:11]([O-:13])=[O:12])=[CH:17][CH:16]=1, predict the reactants needed to synthesize it. The reactants are: [OH:1][C:2]1[C:3]([N+:11]([O-:13])=[O:12])=[C:4]([CH:8]=[CH:9][CH:10]=1)[C:5]([OH:7])=O.[Cl:14][C:15]1[CH:21]=[CH:20][C:18]([NH2:19])=[CH:17][CH:16]=1.Cl.C(N=C=NCCCN(C)C)C.ON1C2C=CC=CC=2N=N1. (3) The reactants are: Cl.Cl.Cl.[CH3:4][C:5]1[CH:10]=[CH:9][N:8]=[CH:7][C:6]=1[NH:11][CH2:12][CH2:13][C:14]1([C:20]([O:22]CC)=O)[CH2:19][CH2:18][CH2:17][NH:16][CH2:15]1.Cl[C:26]1[CH:31]=[CH:30][C:29]([C:32]([F:35])([F:34])[F:33])=[CH:28][N:27]=1.C(N(CC)C(C)C)(C)C.CN1CCCC1=O.[H-].[Na+]. Given the product [CH3:4][C:5]1[CH:10]=[CH:9][N:8]=[CH:7][C:6]=1[N:11]1[CH2:12][CH2:13][C:14]2([CH2:19][CH2:18][CH2:17][N:16]([C:26]3[CH:31]=[CH:30][C:29]([C:32]([F:35])([F:34])[F:33])=[CH:28][N:27]=3)[CH2:15]2)[C:20]1=[O:22], predict the reactants needed to synthesize it.